Dataset: Reaction yield outcomes from USPTO patents with 853,638 reactions. Task: Predict the reaction yield, written as a fraction of the theoretical maximum amount of product (1.0 means a 100% yield; for example, 0.34 means a 34% yield). (1) The product is [OH:16][B:15]1[C:11]2[CH:10]=[CH:9][C:8]([O:7][C:6]3[CH:18]=[CH:19][C:3]([C:1]([N:2]4[CH2:17][CH2:8][O:7][CH2:6][CH2:5]4)=[O:26])=[CH:4][CH:5]=3)=[CH:17][C:12]=2[CH2:13][O:14]1. The catalyst is CN(C)C=O. The yield is 0.230. The reactants are [C:1]([C:3]1[CH:19]=[CH:18][C:6]([O:7][C:8]2[CH:9]=[CH:10][C:11]3[B:15]([OH:16])[O:14][CH2:13][C:12]=3[CH:17]=2)=[CH:5][CH:4]=1)#[N:2].[N-]=[N+]=[N-].[Na+].[Cl-].[NH4+].[OH2:26]. (2) The reactants are C(OC(=O)C)C.[ClH:7].[CH2:8]([N:10]1[C:16](=[O:17])[C:15]([CH3:19])([CH3:18])[C:14](=[O:20])[N:13]([CH3:21])[C:12]2[CH:22]=[C:23]([O:26][CH2:27][CH2:28][CH2:29][NH:30][CH2:31][CH2:32][C:33]3[CH:34]=[N:35][CH:36]=[CH:37][CH:38]=3)[CH:24]=[CH:25][C:11]1=2)[CH3:9]. The catalyst is C(OCC)(=O)C. The product is [ClH:7].[ClH:7].[CH2:8]([N:10]1[C:16](=[O:17])[C:15]([CH3:19])([CH3:18])[C:14](=[O:20])[N:13]([CH3:21])[C:12]2[CH:22]=[C:23]([O:26][CH2:27][CH2:28][CH2:29][NH:30][CH2:31][CH2:32][C:33]3[CH:34]=[N:35][CH:36]=[CH:37][CH:38]=3)[CH:24]=[CH:25][C:11]1=2)[CH3:9]. The yield is 0.850. (3) The product is [Br:13][C:14]1[CH:19]=[CH:18][C:17]([O:1][CH:2]2[CH2:3][N:4]([C:6]([O:8][C:9]([CH3:12])([CH3:11])[CH3:10])=[O:7])[CH2:5]2)=[CH:16][CH:15]=1. The yield is 0.795. The catalyst is C1COCC1. The reactants are [OH:1][CH:2]1[CH2:5][N:4]([C:6]([O:8][C:9]([CH3:12])([CH3:11])[CH3:10])=[O:7])[CH2:3]1.[Br:13][C:14]1[CH:19]=[CH:18][C:17](O)=[CH:16][CH:15]=1.C1(P(C2C=CC=CC=2)C2C=CC=CC=2)C=CC=CC=1.CC(OC(/N=N/C(OC(C)C)=O)=O)C.